This data is from Full USPTO retrosynthesis dataset with 1.9M reactions from patents (1976-2016). The task is: Predict the reactants needed to synthesize the given product. (1) Given the product [CH3:1][C:2]1[C:7]([C:8]([OH:10])=[O:9])=[CH:6][N:5]=[C:4]([S:13][CH3:14])[N:3]=1, predict the reactants needed to synthesize it. The reactants are: [CH3:1][C:2]1[C:7]([C:8]([O:10]CC)=[O:9])=[CH:6][N:5]=[C:4]([S:13][CH3:14])[N:3]=1.[Li+].[OH-].CO. (2) Given the product [CH2:1]([N:3]([CH2:27][CH3:28])[CH2:4][CH2:5][CH2:6][O:7][C:8]1[N:13]=[CH:12][C:11]([NH:14][C:15]([C:17]2[C:25]3[C:24]4[N:33]=[CH:32][N:30]=[CH:29][C:23]=4[CH2:22][CH2:21][C:20]=3[NH:19][N:18]=2)=[O:16])=[CH:10][CH:9]=1)[CH3:2], predict the reactants needed to synthesize it. The reactants are: [CH2:1]([N:3]([CH2:27][CH3:28])[CH2:4][CH2:5][CH2:6][O:7][C:8]1[N:13]=[CH:12][C:11]([NH:14][C:15]([C:17]2[C:25]3[C:24](=O)[CH2:23][CH2:22][CH2:21][C:20]=3[NH:19][N:18]=2)=[O:16])=[CH:10][CH:9]=1)[CH3:2].[CH3:29][N:30]([CH:32](N(C)C)[N:33](C)C)C.C(O)(=O)C.C(N)=N.[Na+].[Cl-].C(=O)([O-])[O-].[Na+].[Na+]. (3) Given the product [NH2:19][C:14]1[C:13]2[C:12]3[C:11](=[N:36][N:35]([CH2:37][C:38]4[C:43]([CH3:44])=[C:42]([O:45][CH3:46])[C:41]([CH3:47])=[CH:40][N:39]=4)[N:34]=2)[CH2:10][CH:9]([N:8]([CH:5]2[CH2:7][CH2:6]2)[C:1](=[O:3])[CH3:2])[C:18]=3[CH2:17][S:16][N:15]=1, predict the reactants needed to synthesize it. The reactants are: [C:1](Cl)(=[O:3])[CH3:2].[CH:5]1([NH:8][CH:9]2[C:18]3[CH2:17][S:16][N:15]=[C:14]([N:19](C(OC(C)(C)C)=O)C(OC(C)(C)C)=O)[C:13]4=[N:34][N:35]([CH2:37][C:38]5[C:43]([CH3:44])=[C:42]([O:45][CH3:46])[C:41]([CH3:47])=[CH:40][N:39]=5)[N:36]=[C:11]([C:12]=34)[CH2:10]2)[CH2:7][CH2:6]1.ClCCl.C(N(CC)CC)C. (4) Given the product [C:4]([O:8][C:9]([NH:11][C:12]1[CH:17]=[CH:16][CH:15]=[CH:14][C:13]=1[C:18]1[N:19]([CH2:37][CH2:38][C:39]([OH:41])=[O:40])[C:20]2[C:25]([C:26]=1[CH:27]1[CH2:28][CH2:29][CH2:30][CH2:31][CH2:32]1)=[CH:24][CH:23]=[C:22]([C:33]([O:35][CH3:36])=[O:34])[CH:21]=2)=[O:10])([CH3:7])([CH3:5])[CH3:6], predict the reactants needed to synthesize it. The reactants are: O.[OH-].[Li+].[C:4]([O:8][C:9]([NH:11][C:12]1[CH:17]=[CH:16][CH:15]=[CH:14][C:13]=1[C:18]1[N:19]([CH2:37][CH2:38][C:39]([O:41]C)=[O:40])[C:20]2[C:25]([C:26]=1[CH:27]1[CH2:32][CH2:31][CH2:30][CH2:29][CH2:28]1)=[CH:24][CH:23]=[C:22]([C:33]([O:35][CH3:36])=[O:34])[CH:21]=2)=[O:10])([CH3:7])([CH3:6])[CH3:5]. (5) Given the product [Cl:23][C:20]1[CH:19]=[CH:18][C:17]([C:13]2[C:12]([CH2:11][O:10][C:7]3[CH:8]=[CH:9][C:4]([C:3]([OH:24])=[O:2])=[CH:5][N:6]=3)=[CH:16][O:15][N:14]=2)=[CH:22][CH:21]=1, predict the reactants needed to synthesize it. The reactants are: C[O:2][C:3](=[O:24])[C:4]1[CH:9]=[CH:8][C:7]([O:10][CH2:11][C:12]2[C:13]([C:17]3[CH:22]=[CH:21][C:20]([Cl:23])=[CH:19][CH:18]=3)=[N:14][O:15][CH:16]=2)=[N:6][CH:5]=1.COC(=O)C1C=CC(OCC2C(C3C=CC(F)=CC=3)=NOC=2)=NC=1.